From a dataset of Catalyst prediction with 721,799 reactions and 888 catalyst types from USPTO. Predict which catalyst facilitates the given reaction. Reactant: C[O:2][C:3](=O)[C:4]1[CH:9]=[C:8]([F:10])[CH:7]=[N:6][C:5]=1[O:11][CH3:12].[H-].[Al+3].[Li+].[H-].[H-].[H-]. Product: [F:10][C:8]1[CH:9]=[C:4]([CH2:3][OH:2])[C:5]([O:11][CH3:12])=[N:6][CH:7]=1. The catalyst class is: 7.